Dataset: Reaction yield outcomes from USPTO patents with 853,638 reactions. Task: Predict the reaction yield, written as a fraction of the theoretical maximum amount of product (1.0 means a 100% yield; for example, 0.34 means a 34% yield). (1) The reactants are Br[C:2]1[C:11]2[C:6](=[CH:7][CH:8]=[CH:9][CH:10]=2)[CH:5]=[CH:4][CH:3]=1.C(=O)([O-])[O-].[K+].[K+].[C:18]1([CH3:25])[C:23]([OH:24])=[CH:22][CH:21]=[CH:20][CH:19]=1.C(N1C=CN=C1)CCC.CCCCCCCCCCCCCC. The catalyst is [Cu]Cl.C(OCC)C.O.C1(C)C=CC=CC=1. The product is [C:18]1([CH3:25])[CH:19]=[CH:20][CH:21]=[CH:22][C:23]=1[O:24][C:2]1[C:11]2[C:6](=[CH:7][CH:8]=[CH:9][CH:10]=2)[CH:5]=[CH:4][CH:3]=1. The yield is 0.890. (2) The reactants are C1(P(C2C=CC=CC=2)C2C=CC=CC=2)C=CC=CC=1.O[CH2:21][C:22]([CH2:45][CH3:46])=[CH:23][CH2:24][C:25]1[C:33]([O:34][CH2:35][CH2:36][Si:37]([CH3:40])([CH3:39])[CH3:38])=[C:32]2[C:28]([CH2:29][O:30][C:31]2=[O:41])=[C:27]([CH3:42])[C:26]=1[O:43][CH3:44].C(Br)(Br)(Br)[Br:48]. The catalyst is ClCCl. The product is [Br:48][CH2:21][C:22]([CH2:45][CH3:46])=[CH:23][CH2:24][C:25]1[C:33]([O:34][CH2:35][CH2:36][Si:37]([CH3:40])([CH3:39])[CH3:38])=[C:32]2[C:28]([CH2:29][O:30][C:31]2=[O:41])=[C:27]([CH3:42])[C:26]=1[O:43][CH3:44]. The yield is 0.770. (3) The reactants are [C:1]([C:3]1[CH:8]=[CH:7][CH:6]=[CH:5][C:4]=1[C:9]1[CH:14]=[CH:13][C:12]([CH2:15][C:16]2[C:17](=[O:43])[N:18]([C@H:28]3[CH2:33][CH2:32][C@H:31]([O:34][CH2:35][C:36]4([C:40](O)=[O:41])[CH2:39][CH2:38][CH2:37]4)[CH2:30][CH2:29]3)[C:19]3[N:20]([N:25]=[CH:26][N:27]=3)[C:21]=2[CH2:22][CH2:23][CH3:24])=[CH:11][CH:10]=1)#[N:2].[NH4+].O[N:46]1C2C=CC=CC=2N=N1.Cl.C(N=C=NCCCN(C)C)C.CN(C)C=O. The catalyst is C(OCC)(=O)C. The product is [C:1]([C:3]1[CH:8]=[CH:7][CH:6]=[CH:5][C:4]=1[C:9]1[CH:10]=[CH:11][C:12]([CH2:15][C:16]2[C:17](=[O:43])[N:18]([C@H:28]3[CH2:33][CH2:32][C@H:31]([O:34][CH2:35][C:36]4([C:40]([NH2:46])=[O:41])[CH2:37][CH2:38][CH2:39]4)[CH2:30][CH2:29]3)[C:19]3[N:20]([N:25]=[CH:26][N:27]=3)[C:21]=2[CH2:22][CH2:23][CH3:24])=[CH:13][CH:14]=1)#[N:2]. The yield is 0.930. (4) The reactants are [C:1]([O:7][CH2:8][C@H:9]([C@@H:11]1[C@:19]2([CH3:20])[C@H:14]([C@@H:15]([OH:21])[CH2:16][CH2:17][CH2:18]2)[CH2:13][CH2:12]1)[CH3:10])(=[O:6])[C:2]([CH3:5])([CH3:4])[CH3:3].[Cr](O[Cr]([O-])(=O)=O)([O-])(=O)=O.[NH+]1C=CC=CC=1.[NH+]1C=CC=CC=1. The catalyst is ClCCl.CCOCC.C1(C)C=CC(S([O-])(=O)=O)=CC=1.[NH+]1C=CC=CC=1. The product is [C:1]([O:7][CH2:8][C@H:9]([C@@H:11]1[C@:19]2([CH3:20])[C@H:14]([C:15](=[O:21])[CH2:16][CH2:17][CH2:18]2)[CH2:13][CH2:12]1)[CH3:10])(=[O:6])[C:2]([CH3:5])([CH3:3])[CH3:4]. The yield is 0.940.